This data is from Forward reaction prediction with 1.9M reactions from USPTO patents (1976-2016). The task is: Predict the product of the given reaction. (1) The product is: [Br:14][C:15]1[CH:16]=[CH:17][C:1](=[O:4])[N:19]([CH3:18])[CH:20]=1. Given the reactants [C:1](=[O:4])([O-])[O-].[K+].[K+].CI.CN(C)C=O.[Br:14][C:15]1[CH:16]=[CH:17][C:18](O)=[N:19][CH:20]=1, predict the reaction product. (2) Given the reactants [Si]([O:8][C:9]1[CH:14]=[CH:13][C:12](/[C:15](/[C:22]#[N:23])=[C:16](/[CH3:21])\[C:17]([O:19]C)=[O:18])=[CH:11][CH:10]=1)(C(C)(C)C)(C)C.[OH-].[Li+], predict the reaction product. The product is: [C:22]([C:15]([C:12]1[CH:13]=[CH:14][C:9]([OH:8])=[CH:10][CH:11]=1)=[C:16]([CH3:21])[C:17]([OH:19])=[O:18])#[N:23]. (3) Given the reactants C(OC(N1CCN(C2C=C(C(OCC)=O)C(C)=C(Cl)N=2)CC1)=O)(C)(C)C.[C:27]([O:31][C:32]([N:34]1[CH2:39][CH2:38][N:37]([C:40]2[C:45]([CH3:46])=[C:44]([C:47]([O:49][CH2:50][CH3:51])=[O:48])[CH:43]=[C:42](Cl)[N:41]=2)[CH2:36][CH2:35]1)=[O:33])([CH3:30])([CH3:29])[CH3:28].[CH:53]1([NH:59][C:60]2[CH:65]=[C:64]([Sn](C)(C)C)[CH:63]=[CH:62][N:61]=2)[CH2:58][CH2:57][CH2:56][CH2:55][CH2:54]1, predict the reaction product. The product is: [CH2:50]([O:49][C:47]([C:44]1[C:45]([CH3:46])=[C:40]([N:37]2[CH2:38][CH2:39][N:34]([C:32]([O:31][C:27]([CH3:30])([CH3:29])[CH3:28])=[O:33])[CH2:35][CH2:36]2)[N:41]=[C:42]([C:64]2[CH:63]=[CH:62][N:61]=[C:60]([NH:59][CH:53]3[CH2:58][CH2:57][CH2:56][CH2:55][CH2:54]3)[CH:65]=2)[CH:43]=1)=[O:48])[CH3:51]. (4) Given the reactants C([O:8][CH2:9][CH2:10][O:11][C:12]1[CH:17]=[CH:16][C:15]([NH:18][C:19](=[O:48])[CH2:20][C:21]2[CH:26]=[CH:25][C:24]([C:27]3[CH:28]=[N:29][C:30]([O:36]CC4C=CC(OC)=CC=4)=[C:31]([O:33][CH2:34][CH3:35])[CH:32]=3)=[C:23]([F:46])[C:22]=2[F:47])=[CH:14][C:13]=1[C:49]([F:52])([F:51])[F:50])C1C=CC=CC=1, predict the reaction product. The product is: [CH2:34]([O:33][C:31]1[C:30](=[O:36])[NH:29][CH:28]=[C:27]([C:24]2[CH:25]=[CH:26][C:21]([CH2:20][C:19]([NH:18][C:15]3[CH:16]=[CH:17][C:12]([O:11][CH2:10][CH2:9][OH:8])=[C:13]([C:49]([F:52])([F:50])[F:51])[CH:14]=3)=[O:48])=[C:22]([F:47])[C:23]=2[F:46])[CH:32]=1)[CH3:35]. (5) Given the reactants [C:1]([O:5][C:6]([NH:8][CH2:9][C:10]1[CH:11]=[N:12][C:13]([CH2:16]Cl)=[CH:14][CH:15]=1)=[O:7])([CH3:4])([CH3:3])[CH3:2].[NH:18]1[CH2:23][CH2:22][CH2:21][CH2:20][CH2:19]1.C([O-])(O)=O.[Na+], predict the reaction product. The product is: [C:1]([O:5][C:6]([NH:8][CH2:9][C:10]1[CH:11]=[N:12][C:13]([CH2:16][N:18]2[CH2:23][CH2:22][CH2:21][CH2:20][CH2:19]2)=[CH:14][CH:15]=1)=[O:7])([CH3:4])([CH3:3])[CH3:2]. (6) Given the reactants [Cl:1][C:2]1[CH:8]=[CH:7][C:5]([OH:6])=[CH:4][C:3]=1[OH:9].[C:10](=O)([OH:12])[O-:11].[Na+].Cl, predict the reaction product. The product is: [Cl:1][C:2]1[C:3]([OH:9])=[CH:4][C:5]([OH:6])=[C:7]([CH:8]=1)[C:10]([OH:12])=[O:11].